This data is from Forward reaction prediction with 1.9M reactions from USPTO patents (1976-2016). The task is: Predict the product of the given reaction. (1) The product is: [CH3:47][C:48]1[S:52][C:51]([CH2:53][CH2:54][NH:55][C:9](=[O:11])[CH2:8][CH2:7][C:6]2[CH:5]=[CH:4][C:3]([C:2]([F:1])([F:15])[F:14])=[CH:13][CH:12]=2)=[CH:50][CH:49]=1. Given the reactants [F:1][C:2]([F:15])([F:14])[C:3]1[CH:13]=[CH:12][C:6]([CH2:7][CH2:8][C:9]([OH:11])=O)=[CH:5][CH:4]=1.CN(C(ON1N=NC2C=CC=CC1=2)=[N+](C)C)C.[B-](F)(F)(F)F.C(N(C(C)C)C(C)C)C.[CH3:47][C:48]1[S:52][C:51]([CH2:53][CH2:54][NH2:55])=[CH:50][CH:49]=1, predict the reaction product. (2) The product is: [CH3:24][CH:25]1[CH2:30][NH:29][CH:28]([CH3:31])[CH2:27][N:26]1[C:2]1[N:7]2[N:8]=[CH:9][CH:10]=[C:6]2[N:5]=[C:4]([NH:11][C:12](=[O:23])[C:13]2[CH:18]=[CH:17][C:16]([C:19]([OH:22])([CH3:21])[CH3:20])=[CH:15][CH:14]=2)[CH:3]=1. Given the reactants Cl[C:2]1[N:7]2[N:8]=[CH:9][CH:10]=[C:6]2[N:5]=[C:4]([NH:11][C:12](=[O:23])[C:13]2[CH:18]=[CH:17][C:16]([C:19]([OH:22])([CH3:21])[CH3:20])=[CH:15][CH:14]=2)[CH:3]=1.[CH3:24][CH:25]1[CH2:30][NH:29][CH:28]([CH3:31])[CH2:27][NH:26]1, predict the reaction product.